Regression/Classification. Given a drug SMILES string, predict its absorption, distribution, metabolism, or excretion properties. Task type varies by dataset: regression for continuous measurements (e.g., permeability, clearance, half-life) or binary classification for categorical outcomes (e.g., BBB penetration, CYP inhibition). For this dataset (solubility_aqsoldb), we predict Y. From a dataset of Aqueous solubility values for 9,982 compounds from the AqSolDB database. (1) The molecule is CCCC(=O)OC1CCC2C3CCC4=CC(=O)CCC4(C)C3CCC12C. The Y is -5.93 log mol/L. (2) The Y is -3.19 log mol/L. The molecule is Cc1ccc(Br)cc1. (3) The compound is [Ag+].[C-]#N. The Y is -6.13 log mol/L. (4) The compound is CCCCN(C)N=Nc1ccc(C(=O)O)cc1. The Y is -1.81 log mol/L. (5) The drug is O=[N+]([O-])c1ccc(OP(=O)(Oc2ccccc2)Oc2ccccc2)cc1. The Y is -4.96 log mol/L. (6) The molecule is CCC(C)C(N)C(=O)OCCCCOC(=O)C(C)c1ccc2cc(OC)ccc2c1. The Y is -4.52 log mol/L.